Dataset: Full USPTO retrosynthesis dataset with 1.9M reactions from patents (1976-2016). Task: Predict the reactants needed to synthesize the given product. (1) Given the product [C:1]1([C:23]2[CH:24]=[CH:25][CH:26]=[CH:27][CH:28]=2)[CH:6]=[CH:5][CH:4]=[C:3]([NH:7][C:8](=[O:22])[CH2:9][CH2:10][CH2:11][CH2:12][CH2:13][NH:14][C:15](=[O:21])[CH2:48][CH:46]2[C:45](=[O:52])[O:44][C:43]([CH3:53])([CH3:42])[O:47]2)[CH:2]=1, predict the reactants needed to synthesize it. The reactants are: [C:1]1([C:23]2[CH:28]=[CH:27][CH:26]=[CH:25][CH:24]=2)[CH:6]=[CH:5][CH:4]=[C:3]([NH:7][C:8](=[O:22])[CH2:9][CH2:10][CH2:11][CH2:12][CH2:13][NH:14][C:15](=[O:21])OC(C)(C)C)[CH:2]=1.C1(C2C=CC=CC=2)C=CC=C(N)C=1.[CH3:42][C:43]1([CH3:53])[O:47][CH:46]([CH2:48]C(O)=O)[C:45](=[O:52])[O:44]1. (2) Given the product [CH3:40][O:41][C:11]([C:13]1([CH3:34])[CH2:19][CH2:18][N:17]([S:20]([C:23]2[CH:24]=[CH:25][C:26]([CH3:27])=[CH:28][CH:29]=2)(=[O:21])=[O:22])[C:16]2[CH:30]=[CH:31][CH:32]=[CH:33][C:15]=2[CH2:14]1)=[O:12], predict the reactants needed to synthesize it. The reactants are: OC[C@H](N[C:11]([C:13]1([CH3:34])[CH2:19][CH2:18][N:17]([S:20]([C:23]2[CH:29]=[CH:28][C:26]([CH3:27])=[CH:25][CH:24]=2)(=[O:22])=[O:21])[C:16]2[CH:30]=[CH:31][CH:32]=[CH:33][C:15]=2[CH2:14]1)=[O:12])C1C=CC=CC=1.S(=O)(=O)(O)O.[CH3:40][OH:41]. (3) Given the product [CH2:2]([N:6]1[CH:10]=[C:9]([C:11]([CH3:14])([CH3:13])[CH3:12])[S:8]/[C:7]/1=[N:15]\[C:29](=[O:30])[C:28]1[CH:32]=[C:24]([Cl:23])[CH:25]=[CH:26][C:27]=1[O:33][CH3:34])[CH2:3][CH2:4][CH3:5], predict the reactants needed to synthesize it. The reactants are: I.[CH2:2]([N:6]1[CH:10]=[C:9]([C:11]([CH3:14])([CH3:13])[CH3:12])[S:8][C:7]1=[NH:15])[CH2:3][CH2:4][CH3:5].C(N(CC)CC)C.[Cl:23][C:24]1[CH:25]=[CH:26][C:27]([O:33][CH3:34])=[C:28]([CH:32]=1)[C:29](Cl)=[O:30]. (4) Given the product [Cl:18][C:19]1[CH:24]=[C:23]([Cl:25])[CH:22]=[CH:21][C:20]=1[C:2]1[CH:3]=[CH:4][C:5]([CH:15]2[CH2:17][CH2:16]2)=[C:6]([CH:8]2[C:12](=[O:13])[CH2:11][CH2:10][C:9]2=[O:14])[CH:7]=1, predict the reactants needed to synthesize it. The reactants are: Br[C:2]1[CH:3]=[CH:4][C:5]([CH:15]2[CH2:17][CH2:16]2)=[C:6]([CH:8]2[C:12](=[O:13])[CH2:11][CH2:10][C:9]2=[O:14])[CH:7]=1.[Cl:18][C:19]1[CH:24]=[C:23]([Cl:25])[CH:22]=[CH:21][C:20]=1B(O)O.[F-].[Cs+]. (5) The reactants are: Br[C:2]1[CH:26]=[CH:25][C:5]([C:6]([N:8]([CH:22]([CH3:24])[CH3:23])[C@@H:9]2[CH2:14][CH2:13][CH2:12][N:11]([C:15]([O:17][C:18]([CH3:21])([CH3:20])[CH3:19])=[O:16])[CH2:10]2)=[O:7])=[CH:4][C:3]=1[O:27][CH2:28][CH2:29][CH2:30][O:31][CH3:32].C(=O)([O-])[O-].[Na+].[Na+].[CH2:39](B(O)O)[CH2:40][C:41]1[CH:46]=[CH:45][CH:44]=[CH:43][CH:42]=1.C(=O)([O-])O.[Na+]. Given the product [CH:22]([N:8]([C:6](=[O:7])[C:5]1[CH:25]=[CH:26][C:2]([CH2:39][CH2:40][C:41]2[CH:46]=[CH:45][CH:44]=[CH:43][CH:42]=2)=[C:3]([O:27][CH2:28][CH2:29][CH2:30][O:31][CH3:32])[CH:4]=1)[C@@H:9]1[CH2:14][CH2:13][CH2:12][N:11]([C:15]([O:17][C:18]([CH3:21])([CH3:20])[CH3:19])=[O:16])[CH2:10]1)([CH3:24])[CH3:23], predict the reactants needed to synthesize it. (6) The reactants are: [CH3:1][N:2]1[CH2:10][C:9]2[C:4](=[C:5]([N+:18]([O-:20])=[O:19])[CH:6]=[CH:7][C:8]=2[C:11]2[CH2:16][CH2:15][C:14](=[O:17])[CH2:13][CH:12]=2)[C:3]1=[O:21].[P:22]([O:29]CC)([O:26][CH2:27][CH3:28])[O:23][CH2:24][CH3:25].Cl.CCOCC. Given the product [OH:17][C:14]1([P:22](=[O:29])([O:26][CH2:27][CH3:28])[O:23][CH2:24][CH3:25])[CH2:15][CH2:16][C:11]([C:8]2[CH:7]=[CH:6][C:5]([N+:18]([O-:20])=[O:19])=[C:4]3[C:9]=2[CH2:10][N:2]([CH3:1])[C:3]3=[O:21])=[CH:12][CH2:13]1, predict the reactants needed to synthesize it.